From a dataset of Reaction yield outcomes from USPTO patents with 853,638 reactions. Predict the reaction yield, written as a fraction of the theoretical maximum amount of product (1.0 means a 100% yield; for example, 0.34 means a 34% yield). (1) The reactants are [C:1]([C:3]1[CH:8]=[CH:7][CH:6]=[CH:5][C:4]=1[C:9]1[CH:14]=[CH:13][C:12]([CH2:15][C:16]2[C:17](=[O:39])[N:18]([CH2:28][C:29]3[CH:38]=[CH:37][C:32]([C:33](OC)=[O:34])=[CH:31][CH:30]=3)[C:19]3[N:20]([N:25]=[CH:26][N:27]=3)[C:21]=2[CH2:22][CH2:23][CH3:24])=[CH:11][CH:10]=1)#[N:2].[OH-].[Na+].O1CCCC1.Cl. The catalyst is CO. The product is [OH:34][CH2:33][C:32]1[CH:31]=[CH:30][C:29]([CH2:28][N:18]2[C:17](=[O:39])[C:16]([CH2:15][C:12]3[CH:13]=[CH:14][C:9]([C:4]4[C:3]([C:1]#[N:2])=[CH:8][CH:7]=[CH:6][CH:5]=4)=[CH:10][CH:11]=3)=[C:21]([CH2:22][CH2:23][CH3:24])[N:20]3[N:25]=[CH:26][N:27]=[C:19]23)=[CH:38][CH:37]=1. The yield is 0.700. (2) The reactants are [NH2:1][C:2]1[CH:3]=[C:4]([C:8]2[CH:13]=[C:12]([C:14]3[CH:19]=[CH:18][C:17]([Br:20])=[CH:16][C:15]=3[O:21][CH2:22][O:23][CH3:24])[N:11]=[C:10]([NH:25][C:26]([C:28]3[S:29][CH:30]=[CH:31][CH:32]=3)=[O:27])[C:9]=2[C:33]#[N:34])[CH:5]=[CH:6][CH:7]=1.[C:35]([NH:42][CH2:43][CH2:44][C:45](O)=[O:46])([O:37][C:38]([CH3:41])([CH3:40])[CH3:39])=[O:36].C1C=CC2N(O)N=NC=2C=1. The catalyst is CN(C=O)C.C(=O)([O-])O.[Na+]. The product is [C:38]([O:37][C:35](=[O:36])[NH:42][CH2:43][CH2:44][C:45]([NH:1][C:2]1[CH:7]=[CH:6][CH:5]=[C:4]([C:8]2[CH:13]=[C:12]([C:14]3[CH:19]=[CH:18][C:17]([Br:20])=[CH:16][C:15]=3[O:21][CH2:22][O:23][CH3:24])[N:11]=[C:10]([NH:25][C:26]([C:28]3[S:29][CH:30]=[CH:31][CH:32]=3)=[O:27])[C:9]=2[C:33]#[N:34])[CH:3]=1)=[O:46])([CH3:41])([CH3:39])[CH3:40]. The yield is 0.240.